From a dataset of Full USPTO retrosynthesis dataset with 1.9M reactions from patents (1976-2016). Predict the reactants needed to synthesize the given product. Given the product [O:1]=[C:2]1[O:6][CH2:5][C@:4]2([CH2:10][CH2:9][C@@H:8]([C:11]3[CH:25]=[CH:24][C:14]([CH2:15][CH:16]([CH2:20][C:21]([OH:23])=[O:22])[C:17]([OH:19])=[O:18])=[CH:13][CH:12]=3)[CH2:7]2)[NH:3]1, predict the reactants needed to synthesize it. The reactants are: [O:1]=[C:2]1[O:6][CH2:5][C@:4]2([CH2:10][CH2:9][C@@H:8]([C:11]3[CH:25]=[CH:24][C:14](/[CH:15]=[C:16](\[CH2:20][C:21]([OH:23])=[O:22])/[C:17]([OH:19])=[O:18])=[CH:13][CH:12]=3)[CH2:7]2)[NH:3]1.